Dataset: Full USPTO retrosynthesis dataset with 1.9M reactions from patents (1976-2016). Task: Predict the reactants needed to synthesize the given product. (1) The reactants are: [Br:1][C:2]1[CH:10]=[CH:9][CH:8]=[C:7]2[C:3]=1[CH2:4][C:5](=[O:11])[NH:6]2.C[Si]([N-][Si](C)(C)C)(C)C.[Na+].Cl.[CH2:23]([N:30]([CH2:34][CH2:35]Cl)[CH2:31][CH2:32]Cl)[C:24]1[CH:29]=[CH:28][CH:27]=[CH:26][CH:25]=1. Given the product [CH2:23]([N:30]1[CH2:34][CH2:35][C:4]2([C:3]3[C:7](=[CH:8][CH:9]=[CH:10][C:2]=3[Br:1])[NH:6][C:5]2=[O:11])[CH2:32][CH2:31]1)[C:24]1[CH:29]=[CH:28][CH:27]=[CH:26][CH:25]=1, predict the reactants needed to synthesize it. (2) Given the product [C:12]([C:11]1[CH:14]=[C:7]([C:5]2[O:6][C:2]([NH:1][C:22]([NH:21][CH2:20][C:19]3[CH:24]=[CH:25][CH:26]=[C:17]([F:16])[CH:18]=3)=[O:23])=[N:3][N:4]=2)[CH:8]=[CH:9][C:10]=1[F:15])#[N:13], predict the reactants needed to synthesize it. The reactants are: [NH2:1][C:2]1[O:6][C:5]([C:7]2[CH:8]=[CH:9][C:10]([F:15])=[C:11]([CH:14]=2)[C:12]#[N:13])=[N:4][N:3]=1.[F:16][C:17]1[CH:18]=[C:19]([CH:24]=[CH:25][CH:26]=1)[CH2:20][N:21]=[C:22]=[O:23].O. (3) Given the product [CH2:1]([O:8][C:9]([N:11]1[CH2:16][CH2:15][CH:14]([N:17]([C:19]([O:21][C:22]([CH3:25])([CH3:24])[CH3:23])=[O:20])[CH3:18])[CH2:13][CH2:12]1)=[O:10])[C:2]1[CH:7]=[CH:6][CH:5]=[CH:4][CH:3]=1, predict the reactants needed to synthesize it. The reactants are: [CH2:1]([O:8][C:9]([N:11]1[CH2:16][CH2:15][CH:14]([NH:17][CH3:18])[CH2:13][CH2:12]1)=[O:10])[C:2]1[CH:7]=[CH:6][CH:5]=[CH:4][CH:3]=1.[C:19](O[C:19]([O:21][C:22]([CH3:25])([CH3:24])[CH3:23])=[O:20])([O:21][C:22]([CH3:25])([CH3:24])[CH3:23])=[O:20].CCN(CC)CC. (4) The reactants are: [Br:1][C:2]1[CH:7]=[CH:6][C:5]([C:8]2[CH:13]=[CH:12][C:11](I)=[CH:10][CH:9]=2)=[CH:4][CH:3]=1.[C:15]1([NH:21][C:22]2[CH:27]=[CH:26][CH:25]=[CH:24][CH:23]=2)[CH:20]=[CH:19][CH:18]=[CH:17][CH:16]=1.CC(C)([O-])C.[Na+].CNCCNC. Given the product [C:22]1([N:21]([C:11]2[CH:12]=[CH:13][C:8]([C:5]3[CH:6]=[CH:7][C:2]([Br:1])=[CH:3][CH:4]=3)=[CH:9][CH:10]=2)[C:15]2[CH:16]=[CH:17][CH:18]=[CH:19][CH:20]=2)[CH:23]=[CH:24][CH:25]=[CH:26][CH:27]=1, predict the reactants needed to synthesize it. (5) The reactants are: [F:1][C:2]1[C:27]([F:28])=[CH:26][CH:25]=[CH:24][C:3]=1[CH2:4][N:5]1[CH2:9][CH2:8][CH2:7]/[C:6]/1=[N:10]\[C:11](=[C:13]([C:19](OCC)=[O:20])[C:14]([O:16][CH2:17][CH3:18])=[O:15])[CH3:12].[O-]CC.[Na+].CCO.Cl.O. Given the product [F:1][C:2]1[C:27]([F:28])=[CH:26][CH:25]=[CH:24][C:3]=1[CH2:4][N:5]1[C:6]2=[N:10][C:11]([CH3:12])=[C:13]([C:14]([O:16][CH2:17][CH3:18])=[O:15])[C:19]([OH:20])=[C:7]2[CH2:8][CH2:9]1, predict the reactants needed to synthesize it. (6) Given the product [ClH:37].[C:11]([C:13]1[CH:14]=[CH:15][C:16]([CH2:19][NH:20][C:21](=[O:35])[CH:22]([C:26]2[C:31]([F:32])=[CH:30][C:29]([OH:33])=[CH:28][C:27]=2[F:34])[O:23][CH2:24][CH3:25])=[CH:17][CH:18]=1)(=[NH:10])[NH2:12], predict the reactants needed to synthesize it. The reactants are: C(OC(=O)[NH:10][C:11]([C:13]1[CH:18]=[CH:17][C:16]([CH2:19][NH:20][C:21](=[O:35])[CH:22]([C:26]2[C:31]([F:32])=[CH:30][C:29]([OH:33])=[CH:28][C:27]=2[F:34])[O:23][CH2:24][CH3:25])=[CH:15][CH:14]=1)=[NH:12])C1C=CC=CC=1.[ClH:37]. (7) Given the product [CH2:29]([O:28][CH:19]([O:18][CH2:16][CH3:17])[C:20]1[CH:27]=[CH:26][C:23]([CH2:24][N:8]([CH2:7][C:3]2[N:2]([CH3:1])[CH:6]=[CH:5][N:4]=2)[CH2:9][C:10]2[N:11]([CH3:15])[CH:12]=[CH:13][N:14]=2)=[CH:22][CH:21]=1)[CH3:30], predict the reactants needed to synthesize it. The reactants are: [CH3:1][N:2]1[CH:6]=[CH:5][N:4]=[C:3]1[CH2:7][NH:8][CH2:9][C:10]1[N:11]([CH3:15])[CH:12]=[CH:13][N:14]=1.[CH2:16]([O:18][CH:19]([O:28][CH2:29][CH3:30])[C:20]1[CH:27]=[CH:26][C:23]([CH:24]=O)=[CH:22][CH:21]=1)[CH3:17].